This data is from Forward reaction prediction with 1.9M reactions from USPTO patents (1976-2016). The task is: Predict the product of the given reaction. (1) The product is: [NH2:27][C:23]1[N:24]=[CH:25][N:26]=[C:21]([C:2]2[CH:3]=[C:4]([C:18]#[N:19])[N:5]([C:7]3[CH:12]=[C:11]([C:13]([F:16])([F:15])[F:14])[CH:10]=[CH:9][C:8]=3[CH3:17])[CH:6]=2)[CH:22]=1. Given the reactants Br[C:2]1[CH:3]=[C:4]([C:18]#[N:19])[N:5]([C:7]2[CH:12]=[C:11]([C:13]([F:16])([F:15])[F:14])[CH:10]=[CH:9][C:8]=2[CH3:17])[CH:6]=1.Cl[C:21]1[N:26]=[CH:25][N:24]=[C:23]([NH:27]C)[CH:22]=1, predict the reaction product. (2) Given the reactants [CH2:1]([N:8]1[C:16]2[C:15](=[O:17])[N:14]([CH2:18][CH2:19][CH2:20][O:21][Si](C(C)(C)C)(C)C)[C:13](=[O:29])[N:12]([CH3:30])[C:11]=2[N:10]=[C:9]1[C:31]1[CH:36]=[CH:35][C:34]([Cl:37])=[C:33]([Cl:38])[CH:32]=1)[C:2]1[CH:7]=[CH:6][CH:5]=[CH:4][CH:3]=1.Cl, predict the reaction product. The product is: [CH2:1]([N:8]1[C:16]2[C:15](=[O:17])[N:14]([CH2:18][CH2:19][CH2:20][OH:21])[C:13](=[O:29])[N:12]([CH3:30])[C:11]=2[N:10]=[C:9]1[C:31]1[CH:36]=[CH:35][C:34]([Cl:37])=[C:33]([Cl:38])[CH:32]=1)[C:2]1[CH:7]=[CH:6][CH:5]=[CH:4][CH:3]=1. (3) Given the reactants [H-].[Na+].[C:3]1(=O)[C:12]2[C:7](=[CH:8][CH:9]=[CH:10][CH:11]=2)[CH2:6][CH2:5]C1.CI.C([O:19][CH2:20][CH3:21])(=O)C.[CH3:22]CCCCC, predict the reaction product. The product is: [CH3:22][C:6]1([CH3:5])[CH2:7][CH2:8][C:9]2[C:21](=[CH:3][CH:12]=[CH:11][CH:10]=2)[C:20]1=[O:19]. (4) Given the reactants C(O[CH:5]([C:12]1[CH:13]=[C:14]2[C:18](=[CH:19][CH:20]=1)[NH:17][N:16]=[CH:15]2)[C:6]1[CH:11]=[CH:10][CH:9]=[CH:8][CH:7]=1)(=O)C.[CH3:21][O:22][C:23]([O:31][Si](C)(C)C)=[CH:24][C:25]1[CH:30]=[CH:29][CH:28]=[CH:27][CH:26]=1, predict the reaction product. The product is: [NH:17]1[C:18]2[C:14](=[CH:13][C:12]([CH:5]([C:6]3[CH:7]=[CH:8][CH:9]=[CH:10][CH:11]=3)[CH:24]([C:25]3[CH:30]=[CH:29][CH:28]=[CH:27][CH:26]=3)[C:23]([O:22][CH3:21])=[O:31])=[CH:20][CH:19]=2)[CH:15]=[N:16]1. (5) Given the reactants Br[CH2:2][CH:3]1[CH2:7][C:6]2[CH:8]=[C:9]([F:20])[CH:10]=[C:11]([C:12]3[CH:17]=[C:16]([Cl:18])[CH:15]=[CH:14][C:13]=3[CH3:19])[C:5]=2[O:4]1.[N:21](CC1CC2C=C(Cl)C=C(C3C=CSC=3)C=2O1)=[N+:22]=[N-:23], predict the reaction product. The product is: [N:21]([CH2:2][C@H:3]1[CH2:7][C:6]2[CH:8]=[C:9]([F:20])[CH:10]=[C:11]([C:12]3[CH:17]=[C:16]([Cl:18])[CH:15]=[CH:14][C:13]=3[CH3:19])[C:5]=2[O:4]1)=[N+:22]=[N-:23]. (6) The product is: [S:1]1[CH:5]=[C:4](/[CH:6]=[C:17](/[C:13]2[S:12][CH:16]=[CH:15][CH:14]=2)\[C:18]#[N:19])[C:3]2[CH:8]=[CH:9][CH:10]=[CH:11][C:2]1=2. Given the reactants [S:1]1[CH:5]=[C:4]([CH:6]=O)[C:3]2[CH:8]=[CH:9][CH:10]=[CH:11][C:2]1=2.[S:12]1[CH:16]=[CH:15][CH:14]=[C:13]1[CH2:17][C:18]#[N:19], predict the reaction product. (7) Given the reactants [CH2:1]([CH:3]1[C:16]2[C:11](=[CH:12][CH:13]=[CH:14][CH:15]=2)[C:10]2[CH:9]=[CH:8][CH:7]=[CH:6][C:5]=2[N:4]1[S:17]([C:20]1[CH:25]=[CH:24][C:23]([O:26][CH3:27])=[C:22]([CH3:28])[CH:21]=1)(=[O:19])=[O:18])[CH3:2].[Br:29]Br, predict the reaction product. The product is: [Br:29][C:8]1[CH:7]=[CH:6][C:5]2[N:4]([S:17]([C:20]3[CH:25]=[CH:24][C:23]([O:26][CH3:27])=[C:22]([CH3:28])[CH:21]=3)(=[O:19])=[O:18])[CH:3]([CH2:1][CH3:2])[C:16]3[C:11](=[CH:12][CH:13]=[CH:14][CH:15]=3)[C:10]=2[CH:9]=1. (8) Given the reactants [Cl:1][C:2]1[CH:3]=[CH:4][C:5]([OH:30])=[C:6]([C:8]2[C:12]([C:13]#[C:14][C:15]3[CH:20]=[CH:19][C:18]([NH:21][C:22]([C@@H:24]4[CH2:29][CH2:28][CH2:27][CH2:26][NH:25]4)=[O:23])=[CH:17][CH:16]=3)=[CH:11][NH:10][N:9]=2)[CH:7]=1.[NH:31]([C:42]([O:44][C:45]([CH3:48])([CH3:47])[CH3:46])=[O:43])[C@@H:32]([C:39](O)=[O:40])[C:33]1[CH:38]=[CH:37][CH:36]=[CH:35][CH:34]=1.CC(C)N=C=NC(C)C, predict the reaction product. The product is: [C:45]([O:44][C:42](=[O:43])[NH:31][C@H:32]([C:33]1[CH:34]=[CH:35][CH:36]=[CH:37][CH:38]=1)[C:39]([N:25]1[CH2:26][CH2:27][CH2:28][CH2:29][C@H:24]1[C:22](=[O:23])[NH:21][C:18]1[CH:17]=[CH:16][C:15]([C:14]#[C:13][C:12]2[C:8]([C:6]3[CH:7]=[C:2]([Cl:1])[CH:3]=[CH:4][C:5]=3[OH:30])=[N:9][NH:10][CH:11]=2)=[CH:20][CH:19]=1)=[O:40])([CH3:48])([CH3:46])[CH3:47]. (9) The product is: [F:45][C:46]([F:59])([F:58])[S:47]([O:23][C:24]1[CH:25]=[C:26]2[C:30](=[CH:31][CH:32]=1)[N:29]([C:9]([O:11][C:12]([CH3:13])([CH3:14])[CH3:15])=[O:10])[C:28]([C:33]([O:35][CH2:36][CH3:37])=[O:34])=[CH:27]2)(=[O:49])=[O:48]. Given the reactants [C:9](O[C:9]([O:11][C:12]([CH3:15])([CH3:14])[CH3:13])=[O:10])([O:11][C:12]([CH3:15])([CH3:14])[CH3:13])=[O:10].C1(C[O:23][C:24]2[CH:25]=[C:26]3[C:30](=[CH:31][CH:32]=2)[NH:29][C:28]([C:33]([O:35][CH2:36][CH3:37])=[O:34])=[CH:27]3)C=CC=CC=1.C(N(CC)CC)C.[F:45][C:46]([F:59])([F:58])[S:47](O[S:47]([C:46]([F:59])([F:58])[F:45])(=[O:49])=[O:48])(=[O:49])=[O:48], predict the reaction product. (10) Given the reactants [H-].[H-].[H-].[H-].[Li+].[Al+3].[CH3:7][C:8]1[S:9][C:10]2[CH:16]=[C:15]([C:17](OCC)=[O:18])[CH:14]=[CH:13][C:11]=2[N:12]=1.O.[OH-].[Na+], predict the reaction product. The product is: [CH3:7][C:8]1[S:9][C:10]2[CH:16]=[C:15]([CH2:17][OH:18])[CH:14]=[CH:13][C:11]=2[N:12]=1.